This data is from Full USPTO retrosynthesis dataset with 1.9M reactions from patents (1976-2016). The task is: Predict the reactants needed to synthesize the given product. (1) The reactants are: [N:1]1[CH:6]=[CH:5][CH:4]=[CH:3][C:2]=1[C:7]1[O:11][CH:10]=[N:9][CH:8]=1.[C:12]1([CH2:18][CH:19]([O:27][Si:28]([CH:35]([CH3:37])[CH3:36])([CH:32]([CH3:34])[CH3:33])[CH:29]([CH3:31])[CH3:30])[CH2:20][CH2:21][CH2:22][CH2:23][C:24](O)=[O:25])[CH:17]=[CH:16][CH:15]=[CH:14][CH:13]=1. Given the product [C:12]1([CH2:18][CH:19]([O:27][Si:28]([CH:35]([CH3:37])[CH3:36])([CH:32]([CH3:34])[CH3:33])[CH:29]([CH3:30])[CH3:31])[CH2:20][CH2:21][CH2:22][CH2:23][C:24]([C:10]2[O:11][C:7]([C:2]3[CH:3]=[CH:4][CH:5]=[CH:6][N:1]=3)=[CH:8][N:9]=2)=[O:25])[CH:17]=[CH:16][CH:15]=[CH:14][CH:13]=1, predict the reactants needed to synthesize it. (2) Given the product [N:15]1([C@H:12]2[CH2:11][CH2:10][C@H:9]([NH:8][C:6](=[O:7])[O:5][C:1]([CH3:4])([CH3:2])[CH3:3])[CH2:14][CH2:13]2)[CH2:27][CH2:26][CH2:25][CH2:24][CH2:23]1, predict the reactants needed to synthesize it. The reactants are: [C:1]([O:5][C:6]([NH:8][C@H:9]1[CH2:14][CH2:13][C@H:12]([NH2:15])[CH2:11][CH2:10]1)=[O:7])([CH3:4])([CH3:3])[CH3:2].C(=O)([O-])[O-].[K+].[K+].Br[CH2:23][CH2:24][CH2:25][CH2:26][CH2:27]Br. (3) Given the product [OH:35][CH2:34][C@H:33]([NH:32][C:28]([C:26]1[NH:27][C:23]([C:8]2[CH:9]=[C:10]([O:12][C:13]3[CH:14]=[N:15][C:16]([S:19]([CH3:22])(=[O:20])=[O:21])=[CH:17][CH:18]=3)[CH:11]=[C:6]([O:5][C@@H:4]([CH3:31])[CH2:3][O:2][CH3:1])[CH:7]=2)=[CH:24][CH:25]=1)=[O:30])[CH2:36][CH3:37], predict the reactants needed to synthesize it. The reactants are: [CH3:1][O:2][CH2:3][C@H:4]([CH3:31])[O:5][C:6]1[CH:7]=[C:8]([C:23]2[NH:27][C:26]([C:28]([OH:30])=O)=[CH:25][CH:24]=2)[CH:9]=[C:10]([O:12][C:13]2[CH:14]=[N:15][C:16]([S:19]([CH3:22])(=[O:21])=[O:20])=[CH:17][CH:18]=2)[CH:11]=1.[NH2:32][C@H:33]([CH2:36][CH3:37])[CH2:34][OH:35].C1C=CC2N(O)N=NC=2C=1.O.CN1CCOCC1.CCN=C=NCCCN(C)C.Cl. (4) Given the product [CH3:32][S:29]([N:16]([CH2:15][C:11]1[CH:10]=[C:9]([CH:14]=[CH:13][CH:12]=1)[O:8][CH2:7][C:6]([OH:33])=[O:5])[CH2:17][C:18]1[CH:19]=[CH:20][C:21]([C:24]2[S:25][CH:26]=[CH:27][N:28]=2)=[CH:22][CH:23]=1)(=[O:30])=[O:31], predict the reactants needed to synthesize it. The reactants are: C([O:5][C:6](=[O:33])[CH2:7][O:8][C:9]1[CH:14]=[CH:13][CH:12]=[C:11]([CH2:15][N:16]([S:29]([CH3:32])(=[O:31])=[O:30])[CH2:17][C:18]2[CH:23]=[CH:22][C:21]([C:24]3[S:25][CH:26]=[CH:27][N:28]=3)=[CH:20][CH:19]=2)[CH:10]=1)(C)(C)C.FC(F)(F)C(O)=O.